This data is from Reaction yield outcomes from USPTO patents with 853,638 reactions. The task is: Predict the reaction yield, written as a fraction of the theoretical maximum amount of product (1.0 means a 100% yield; for example, 0.34 means a 34% yield). The reactants are C([O:5][C:6]([N:8]1[CH2:13][CH2:12][CH:11]([N:14]2[C:18]3=[N:19][CH:20]=[N:21][C:22]([O:23][C:24]4[C:25]([CH3:30])=[N:26][CH:27]=[CH:28][CH:29]=4)=[C:17]3[CH:16]=[N:15]2)[CH2:10][CH2:9]1)=[O:7])(C)(C)C.ClC(O[CH2:35][C:36]1[CH:41]=[CH:40][CH:39]=[CH:38][CH:37]=1)=O.C(N(CC)CC)C.O. The catalyst is FC(F)(F)C(O)=O.ClCCl. The product is [CH2:35]([O:5][C:6]([N:8]1[CH2:13][CH2:12][CH:11]([N:14]2[C:18]3=[N:19][CH:20]=[N:21][C:22]([O:23][C:24]4[C:25]([CH3:30])=[N:26][CH:27]=[CH:28][CH:29]=4)=[C:17]3[CH:16]=[N:15]2)[CH2:10][CH2:9]1)=[O:7])[C:36]1[CH:41]=[CH:40][CH:39]=[CH:38][CH:37]=1. The yield is 0.290.